Dataset: Forward reaction prediction with 1.9M reactions from USPTO patents (1976-2016). Task: Predict the product of the given reaction. (1) The product is: [Br:1][CH2:2][CH:3]([C:5]1[S:6][CH:7]=[CH:8][CH:9]=1)[OH:4]. Given the reactants [Br:1][CH2:2][C:3]([C:5]1[S:6][CH:7]=[CH:8][CH:9]=1)=[O:4].[BH4-].[Na+], predict the reaction product. (2) Given the reactants [C:1]1([C:11](Cl)=[O:12])[C:10]2[C:5](=[CH:6][CH:7]=[CH:8][CH:9]=2)[CH:4]=[CH:3][CH:2]=1.[CH2:14]([NH:18][CH:19]1[CH2:24][CH2:23][N:22]([C:25]([O:27][C:28]([CH3:31])([CH3:30])[CH3:29])=[O:26])[CH2:21][CH2:20]1)[CH2:15][CH2:16][CH3:17].C(N(CC)CC)C, predict the reaction product. The product is: [C:28]([O:27][C:25]([N:22]1[CH2:21][CH2:20][CH:19]([N:18]([CH2:14][CH2:15][CH2:16][CH3:17])[C:11]([C:1]2[C:10]3[C:5](=[CH:6][CH:7]=[CH:8][CH:9]=3)[CH:4]=[CH:3][CH:2]=2)=[O:12])[CH2:24][CH2:23]1)=[O:26])([CH3:31])([CH3:30])[CH3:29]. (3) Given the reactants Br[C:2]1[C:7]([F:8])=[CH:6][CH:5]=[CH:4][C:3]=1[C:9]([F:12])([F:11])[F:10].C(=O)([O-])[O-].[K+].[K+].[N:19]1[CH:24]=[CH:23][C:22](B(O)O)=[CH:21][CH:20]=1.[Cl-].[NH4+], predict the reaction product. The product is: [F:10][C:9]([F:12])([F:11])[C:3]1[CH:4]=[CH:5][CH:6]=[C:7]([F:8])[C:2]=1[C:22]1[CH:23]=[CH:24][N:19]=[CH:20][CH:21]=1. (4) Given the reactants [NH2:1][C:2]1[CH:7]=[C:6]([O:8][CH3:9])[N:5]=[CH:4][N:3]=1.N1C=CC=CC=1.[Cl:16][C:17]1[CH:22]=[C:21]([O:23][C:24]2[C:25]3[N:32]([CH3:33])[CH:31]=[CH:30][C:26]=3[N:27]=[CH:28][N:29]=2)[CH:20]=[CH:19][C:18]=1[NH:34][C:35](=O)[O:36]C1C=CC=CC=1, predict the reaction product. The product is: [Cl:16][C:17]1[CH:22]=[C:21]([O:23][C:24]2[C:25]3[N:32]([CH3:33])[CH:31]=[CH:30][C:26]=3[N:27]=[CH:28][N:29]=2)[CH:20]=[CH:19][C:18]=1[NH:34][C:35]([NH:1][C:2]1[CH:7]=[C:6]([O:8][CH3:9])[N:5]=[CH:4][N:3]=1)=[O:36]. (5) Given the reactants [CH3:1][O:2][C:3]1[C:4]([SH:12])=[C:5]([CH:9]=[CH:10][CH:11]=1)[C:6]([OH:8])=O.[C:13]([C:15]1[CH:20]=[CH:19][CH:18]=[CH:17][N:16]=1)#[N:14], predict the reaction product. The product is: [CH3:1][O:2][C:3]1[C:4]2[S:12][C:13]([C:15]3[CH:20]=[CH:19][CH:18]=[CH:17][N:16]=3)=[N:14][C:6](=[O:8])[C:5]=2[CH:9]=[CH:10][CH:11]=1. (6) Given the reactants [CH2:1]([C:4]1[CH:13]=[CH:12][C:7]2[C:8](=[O:11])[O:9][CH2:10][C:6]=2[CH:5]=1)[CH:2]=C.[O:14]=[O+][O-].[BH4-].[Na+], predict the reaction product. The product is: [OH:14][CH2:2][CH2:1][C:4]1[CH:13]=[CH:12][C:7]2[C:8](=[O:11])[O:9][CH2:10][C:6]=2[CH:5]=1. (7) The product is: [N:1]([CH2:19][CH2:18][CH2:17][N:14]1[CH:15]=[CH:16][C:12]([C:9]2[CH:8]=[CH:7][C:6]([F:5])=[CH:11][CH:10]=2)=[C:13]1[C:31]1[CH:36]=[CH:35][N:34]=[CH:33][CH:32]=1)=[N+:2]=[N-:3]. Given the reactants [N-:1]=[N+:2]=[N-:3].[Na+].[F:5][C:6]1[CH:11]=[CH:10][C:9]([C:12]2[CH:16]=[CH:15][N:14]([CH2:17][CH2:18][CH2:19]OS(C3C=CC(C)=CC=3)(=O)=O)[C:13]=2[C:31]2[CH:36]=[CH:35][N:34]=[CH:33][CH:32]=2)=[CH:8][CH:7]=1.O, predict the reaction product. (8) Given the reactants [OH:1][C:2]1[CH:7]=[CH:6][C:5]([Br:8])=[CH:4][C:3]=1[CH3:9].N1C=CN=C1.[Si:15](Cl)([C:18]([CH3:21])([CH3:20])[CH3:19])([CH3:17])[CH3:16], predict the reaction product. The product is: [Si:15]([O:1][C:2]1[CH:7]=[CH:6][C:5]([Br:8])=[CH:4][C:3]=1[CH3:9])([C:18]([CH3:21])([CH3:20])[CH3:19])([CH3:17])[CH3:16].